From a dataset of Drug-target binding data from BindingDB using IC50 measurements. Regression. Given a target protein amino acid sequence and a drug SMILES string, predict the binding affinity score between them. We predict pIC50 (pIC50 = -log10(IC50 in M); higher means more potent). Dataset: bindingdb_ic50. The small molecule is C[C@@H]1CC[C@@H](Oc2cc(C#N)ccn2)CN1C(=O)c1ccc(F)cc1-c1ncccn1. The target protein (P56719) has sequence MSSTKLEDSLPRRNWSSASELNETQEPFLNPTDYDDEEFLRYLWREYLHPKEYEWVLIAGYIIVFVVALIGNVLVCVAVWKNHHMRTVTNYFIVNLSLADVLVTITCLPATLVVDITETWFFGQSLCKVIPYLQTVSVSVSVLTLSCIALDRWYAICHPLMFKSTAKRARNSIVVIWIVSCIIMIPQAIVMERSSMLPGLANKTTLFTVCDERWGGEVYPKMYHICFFLVTYMAPLCLMVLAYLQIFRKLWCRQIPGTSSVVQRKWKQPQPVSQPRGSGQQSKARISAVAAEIKQIRARRKTARMLMVVLLVFAICYLPISILNVLKRVFGMFTHTEDRETVYAWFTFSHWLVYANSAANPIIYNFLSGKFREEFKAAFSCCLGVHRRQGDRLARGRTSTESRKSLTTQISNFDNVSKLSEHVALTSISTLPAANGAGPLQNWYLQQGVPSSLLSTWLEV. The pIC50 is 7.3.